This data is from Full USPTO retrosynthesis dataset with 1.9M reactions from patents (1976-2016). The task is: Predict the reactants needed to synthesize the given product. Given the product [Si:1]([O:8][C@@H:9]([C:25]1[CH:30]=[CH:29][C:28]([C:31]([F:32])([F:33])[F:34])=[CH:27][CH:26]=1)[C@H:10]([NH:17][C:18](=[O:24])[O:19][C:20]([CH3:23])([CH3:22])[CH3:21])[CH:11]=[O:12])([C:4]([CH3:5])([CH3:6])[CH3:7])([CH3:3])[CH3:2], predict the reactants needed to synthesize it. The reactants are: [Si:1]([O:8][C@@H:9]([C:25]1[CH:30]=[CH:29][C:28]([C:31]([F:34])([F:33])[F:32])=[CH:27][CH:26]=1)[C@H:10]([NH:17][C:18](=[O:24])[O:19][C:20]([CH3:23])([CH3:22])[CH3:21])[C:11](N(OC)C)=[O:12])([C:4]([CH3:7])([CH3:6])[CH3:5])([CH3:3])[CH3:2].[H-].C([Al+]CC(C)C)C(C)C.CCCCCC.